This data is from Forward reaction prediction with 1.9M reactions from USPTO patents (1976-2016). The task is: Predict the product of the given reaction. (1) Given the reactants [CH3:1][O:2][C:3](=[O:33])[CH2:4][CH2:5][CH2:6][C:7]#[C:8][C:9]1[CH:14]=[C:13]([C:15](C)(C)[O:16][SiH2]C(C)(C)C)[CH:12]=[C:11]([C:24](C)(C)[O:25][SiH2]C(C)(C)C)[CH:10]=1.[F-].C([N+](CCCC)(CCCC)CCCC)CCC.C(OCC)(=O)C, predict the reaction product. The product is: [CH3:1][O:2][C:3](=[O:33])[CH2:4][CH2:5][CH2:6][C:7]#[C:8][C:9]1[CH:10]=[C:11]([CH2:24][OH:25])[CH:12]=[C:13]([CH2:15][OH:16])[CH:14]=1. (2) The product is: [NH2:1][C:2]1[N:7]=[C:6]([CH2:8][OH:9])[CH:5]=[N:4][C:3]=1[C:12]1[CH:17]=[C:16]([O:18][CH3:19])[CH:15]=[CH:14][C:13]=1[F:20]. Given the reactants [NH2:1][C:2]1[N:7]=[C:6]([C:8](OC)=[O:9])[CH:5]=[N:4][C:3]=1[C:12]1[CH:17]=[C:16]([O:18][CH3:19])[CH:15]=[CH:14][C:13]=1[F:20].[H-].[H-].[H-].[H-].[Li+].[Al+3], predict the reaction product. (3) Given the reactants [C:1]([O:5][C:6]([NH:8][C:9]1[CH:14]=[C:13]([C:15](OC)=[O:16])[N:12]=[C:11]([C:19]([O:21][CH3:22])=[O:20])[CH:10]=1)=[O:7])([CH3:4])([CH3:3])[CH3:2].CO.[BH4-].[Na+], predict the reaction product. The product is: [C:1]([O:5][C:6]([NH:8][C:9]1[CH:14]=[C:13]([CH2:15][OH:16])[N:12]=[C:11]([C:19]([O:21][CH3:22])=[O:20])[CH:10]=1)=[O:7])([CH3:4])([CH3:3])[CH3:2]. (4) Given the reactants CCN(C(C)C)C(C)C.[C:10]1([CH2:16][O:17][C:18]2[CH:19]=[C:20]([CH:24]=[C:25]([O:27][C@@H:28]([CH3:38])[CH2:29][O:30][Si:31]([C:34]([CH3:37])([CH3:36])[CH3:35])([CH3:33])[CH3:32])[CH:26]=2)[C:21](O)=[O:22])[CH:15]=[CH:14][CH:13]=[CH:12][CH:11]=1.CN(C(ON1N=NC2C=CC=NC1=2)=[N+](C)C)C.F[P-](F)(F)(F)(F)F.[CH2:63]([N:65]1[CH:69]=[CH:68][C:67]([NH2:70])=[N:66]1)[CH3:64], predict the reaction product. The product is: [CH3:35][C:34]([Si:31]([CH3:33])([CH3:32])[O:30][CH2:29][C@@H:28]([O:27][C:25]1[CH:24]=[C:20]([CH:19]=[C:18]([O:17][CH2:16][C:10]2[CH:11]=[CH:12][CH:13]=[CH:14][CH:15]=2)[CH:26]=1)[C:21]([NH:70][C:67]1[CH:68]=[CH:69][N:65]([CH2:63][CH3:64])[N:66]=1)=[O:22])[CH3:38])([CH3:37])[CH3:36]. (5) Given the reactants [Cl:1][C:2]1[CH:3]=[C:4]([N:24]2[CH2:29][CH2:28][O:27][CH2:26][CH2:25]2)[C:5]2[N:6]([CH:8]=[C:9]([C@@H:11]3[CH2:13][C@@H:12]3[C:14]3[CH:23]=[CH:22][C:21]4[C:16](=[CH:17][CH:18]=[CH:19][CH:20]=4)[N:15]=3)[N:10]=2)[N:7]=1.Br[C:31]1[CH:43]=[CH:42][C:34]([C:35]([O:37][C:38]([CH3:41])([CH3:40])[CH3:39])=[O:36])=[CH:33][CH:32]=1, predict the reaction product. The product is: [Cl:1][C:2]1[CH:3]=[C:4]([N:24]2[CH2:29][CH2:28][O:27][CH2:26][CH2:25]2)[C:5]2[N:6]([C:8]([C:31]3[CH:43]=[CH:42][C:34]([C:35]([O:37][C:38]([CH3:39])([CH3:40])[CH3:41])=[O:36])=[CH:33][CH:32]=3)=[C:9]([C@@H:11]3[CH2:13][C@@H:12]3[C:14]3[CH:23]=[CH:22][C:21]4[C:16](=[CH:17][CH:18]=[CH:19][CH:20]=4)[N:15]=3)[N:10]=2)[N:7]=1. (6) Given the reactants C([NH:8][C@@H:9]([C:12]([OH:14])=[O:13])[CH2:10][OH:11])(OC(C)(C)C)=O.CN1CC[O:19][CH2:18]C1.[CH2:22]([NH2:29])[C:23]1[CH:28]=[CH:27][CH:26]=[CH:25][CH:24]=1.C(P1(=O)OP(CCC)(=O)OP([CH2:44][CH2:45][CH3:46])(=O)O1)CC.Cl[CH2:49]Cl, predict the reaction product. The product is: [C:12]([C@@:9]([NH2:8])([CH2:10][OH:11])[C:18]([NH:29][CH2:22][C:23]1[CH:28]=[CH:27][CH:26]=[CH:25][CH:24]=1)=[O:19])([O:14][C:45]([CH3:46])([CH3:49])[CH3:44])=[O:13]. (7) Given the reactants [CH3:1][C:2]1[O:6][N:5]=[C:4]([C:7]2[CH:12]=[CH:11][CH:10]=[CH:9][CH:8]=2)[C:3]=1[CH2:13][O:14][C:15]1[CH:23]=[CH:22][C:18]([C:19]([OH:21])=O)=[CH:17][N:16]=1.[CH3:24][C:25]1([CH3:31])[CH2:30][O:29][CH2:28][CH2:27][NH:26]1, predict the reaction product. The product is: [CH3:24][C:25]1([CH3:31])[CH2:30][O:29][CH2:28][CH2:27][N:26]1[C:19]([C:18]1[CH:17]=[N:16][C:15]([O:14][CH2:13][C:3]2[C:4]([C:7]3[CH:8]=[CH:9][CH:10]=[CH:11][CH:12]=3)=[N:5][O:6][C:2]=2[CH3:1])=[CH:23][CH:22]=1)=[O:21].